Dataset: Experimentally validated miRNA-target interactions with 360,000+ pairs, plus equal number of negative samples. Task: Binary Classification. Given a miRNA mature sequence and a target amino acid sequence, predict their likelihood of interaction. (1) The miRNA is hsa-miR-8077 with sequence GGCUGAGUGGGGUUCUGACUCC. The protein sequence of the target gene is MSLPPIRLPSPYGSDRLVQLAARLRPALCDTLITVGSQEFPAHSLVLAGVSQQLGRRGQWALGEGISPSTFAQLLNFVYGESVELQPGELRPLQEAARALGVQSLEEACWRARGDRAKKPDPGLKKHQEEPEKPSRNPERELGDPGEKQKPEQVSRTGGREQEMLHKHSPPRGRPEMAGATQEAQQEQTRSKEKRLQAPVGQRGADGKHGVLTWLRENPGGSEESLRKLPGPLPPAGSLQTSVTPRPSWAEAPWLVGGQPALWSILLMPPRYGIPFYHSTPTTGAWQEVWREQRIPLSLN.... Result: 0 (no interaction). (2) The miRNA is hsa-miR-3120-5p with sequence CCUGUCUGUGCCUGCUGUACA. The protein sequence of the target gene is MNQRRSESRPGNHRLQAYAEPGKGDSGGAGPLSGSARRGRGGGGAIRVRRPCWSGGAGRGGGPAWAVRLPTVTAGWTWPALRTLSSLRAGPSEPHSPGRRPPRAGRPLCQADPQPGKAARRSLEPDPAQTGPRPARAAGMSEARKGPDEAEESQYDSGIESLRSLRSLPESTSAPASGPSDGSPQPCTHPPGPVKEPQEKEDADGERADSTYGSSSLTYTLSLLGGPEAEDPAPRLPLPHVGALSPQQLEALTYISEDGDTLVHLAVIHEAPAVLLCCLALLPQEVLDIQNNLYQTALHL.... Result: 0 (no interaction).